From a dataset of NCI-60 drug combinations with 297,098 pairs across 59 cell lines. Regression. Given two drug SMILES strings and cell line genomic features, predict the synergy score measuring deviation from expected non-interaction effect. Drug 1: C1=CN(C(=O)N=C1N)C2C(C(C(O2)CO)O)O.Cl. Drug 2: C(=O)(N)NO. Cell line: A498. Synergy scores: CSS=20.0, Synergy_ZIP=-10.6, Synergy_Bliss=0.0987, Synergy_Loewe=-7.30, Synergy_HSA=0.148.